This data is from Full USPTO retrosynthesis dataset with 1.9M reactions from patents (1976-2016). The task is: Predict the reactants needed to synthesize the given product. (1) Given the product [C:2]([C:4]1[CH:5]=[CH:6][C:7]([F:27])=[C:8]([S:10]([N:13]2[CH2:19][CH2:18][CH2:17][N:16]([C:20]([O:22][C:23]([CH3:25])([CH3:24])[CH3:26])=[O:21])[CH2:15][CH2:14]2)(=[O:11])=[O:12])[CH:9]=1)#[N:1], predict the reactants needed to synthesize it. The reactants are: [NH2:1][C:2]([C:4]1[CH:5]=[CH:6][C:7]([F:27])=[C:8]([S:10]([N:13]2[CH2:19][CH2:18][CH2:17][N:16]([C:20]([O:22][C:23]([CH3:26])([CH3:25])[CH3:24])=[O:21])[CH2:15][CH2:14]2)(=[O:12])=[O:11])[CH:9]=1)=O.CCN(CC)CC.C(=O)=O.CC(O)C.O(S(C(F)(F)F)(=O)=O)S(C(F)(F)F)(=O)=O. (2) Given the product [CH2:1]([O:3][C:4]([C:6]1[N:10]([CH2:11][C:12]2[CH:17]=[CH:16][C:15]([C:23]3[CH:28]=[CH:27][CH:26]=[CH:25][CH:24]=3)=[CH:14][CH:13]=2)[C:9]2[CH:19]=[C:20]([C:40]3[CH:45]=[CH:44][CH:43]=[CH:42][CH:41]=3)[S:21][C:8]=2[CH:7]=1)=[O:5])[CH3:2], predict the reactants needed to synthesize it. The reactants are: [CH2:1]([O:3][C:4]([C:6]1[N:10]([CH2:11][C:12]2[CH:17]=[CH:16][C:15](Br)=[CH:14][CH:13]=2)[C:9]2[CH:19]=[C:20](Br)[S:21][C:8]=2[CH:7]=1)=[O:5])[CH3:2].[C:23]1(B(O)O)[CH:28]=[CH:27][CH:26]=[CH:25][CH:24]=1.[O-]P([O-])([O-])=O.[K+].[K+].[K+].[C:40]1(C)[CH:45]=[CH:44][CH:43]=[CH:42][C:41]=1P([C:40]1[CH:45]=[CH:44][CH:43]=[CH:42][C:41]=1C)[C:40]1[CH:45]=[CH:44][CH:43]=[CH:42][C:41]=1C.[NH4+].[Cl-]. (3) Given the product [CH3:1][N:2]1[CH2:3][CH2:4][N:5]([C:8]2[CH:14]=[CH:13][CH:12]=[C:11]([NH2:15])[C:9]=2[NH2:10])[CH2:6][CH2:7]1, predict the reactants needed to synthesize it. The reactants are: [CH3:1][N:2]1[CH2:7][CH2:6][N:5]([C:8]2[CH:14]=[CH:13][CH:12]=[C:11]([N+:15]([O-])=O)[C:9]=2[NH2:10])[CH2:4][CH2:3]1. (4) Given the product [Cl:40][C:36]1[CH:35]=[C:34]([CH:39]=[CH:38][CH:37]=1)[C:32]([C:12]1[CH:13]=[C:14]([C:17]([C:25]2[CH:26]=[CH:27][C:28]([Cl:31])=[CH:29][CH:30]=2)([OH:24])[C:18]2[N:22]([CH3:23])[CH:21]=[N:20][CH:19]=2)[CH:15]=[CH:16][C:11]=1[NH:10][C:42](=[O:47])[CH2:43][C:44]1[CH:3]=[CH:2][CH:1]=[CH:46][CH:45]=1)=[O:33], predict the reactants needed to synthesize it. The reactants are: [C:1](Cl)(=O)[C:2]1C=CC=C[CH:3]=1.[NH2:10][C:11]1[CH:16]=[CH:15][C:14]([C:17]([C:25]2[CH:30]=[CH:29][C:28]([Cl:31])=[CH:27][CH:26]=2)([OH:24])[C:18]2[N:22]([CH3:23])[CH:21]=[N:20][CH:19]=2)=[CH:13][C:12]=1[C:32]([C:34]1[CH:39]=[CH:38][CH:37]=[C:36]([Cl:40])[CH:35]=1)=[O:33].N1[CH:46]=[CH:45][CH:44]=[CH:43][CH:42]=1.[OH2:47]. (5) The reactants are: [CH3:1][C:2]1[CH:11]=[CH:10][C:5]([C:6]([O:8]C)=[O:7])=[CH:4][C:3]=1[C:12]([F:15])([F:14])[F:13].C1C(=O)N([Br:23])C(=O)C1.C(OOC(=O)C1C=CC=CC=1)(=O)C1C=CC=CC=1.O. Given the product [Br:23][CH2:1][C:2]1[CH:11]=[CH:10][C:5]([C:6]([OH:8])=[O:7])=[CH:4][C:3]=1[C:12]([F:15])([F:14])[F:13], predict the reactants needed to synthesize it. (6) Given the product [CH:69]1([NH:72][C:29]([C@H:25]2[CH2:26][CH2:27][CH2:28][N:23]([C:21]([C:6]3[CH:7]=[C:8]4[C:3](=[CH:4][CH:5]=3)[N:2]([CH3:1])[C:14]3[CH2:13][CH2:12][CH:11]([CH:15]5[CH2:16][CH2:17][O:18][CH2:19][CH2:20]5)[CH2:10][C:9]4=3)=[O:22])[CH2:24]2)=[O:30])[CH2:71][CH2:70]1, predict the reactants needed to synthesize it. The reactants are: [CH3:1][N:2]1[C:14]2[CH2:13][CH2:12][CH:11]([CH:15]3[CH2:20][CH2:19][O:18][CH2:17][CH2:16]3)[CH2:10][C:9]=2[C:8]2[C:3]1=[CH:4][CH:5]=[C:6]([C:21]([N:23]1[CH2:28][CH2:27][CH2:26][C@H:25]([C:29](OCC)=[O:30])[CH2:24]1)=[O:22])[CH:7]=2.[OH-].[Li+].C(N(CC)C(C)C)(C)C.CN(C(ON1N=NC2C=CC=NC1=2)=[N+](C)C)C.F[P-](F)(F)(F)(F)F.[CH:69]1([NH2:72])[CH2:71][CH2:70]1. (7) Given the product [CH3:47][CH:46]([CH3:48])[C@H:42]([NH:41][C:39](=[O:40])[O:38][CH3:37])[C:43](=[O:44])[N:33]1[CH2:34][CH2:35][CH2:36][C@H:32]1[C:30]1[NH:31][C:27]([C:22]2[CH:21]=[C:16]3[CH2:17][O:18][C:19]4[C:14]5=[C:13]([CH:12]=[C:11]([C:8]6[NH:7][C:6]([C@@H:2]7[CH2:3][CH2:4][CH2:5][NH:1]7)=[N:10][CH:9]=6)[CH:20]=4)[CH2:26][O:25][C:24]([CH:23]=2)=[C:15]35)=[CH:28][N:29]=1, predict the reactants needed to synthesize it. The reactants are: [NH:1]1[CH2:5][CH2:4][CH2:3][C@H:2]1[C:6]1[NH:7][C:8]([C:11]2[CH:12]=[C:13]3[CH2:26][O:25][C:24]4[C:15]5=[C:16]([CH:21]=[C:22]([C:27]6[NH:31][C:30]([C@@H:32]7[CH2:36][CH2:35][CH2:34][NH:33]7)=[N:29][CH:28]=6)[CH:23]=4)[CH2:17][O:18][C:19]([CH:20]=2)=[C:14]35)=[CH:9][N:10]=1.[CH3:37][O:38][C:39]([NH:41][C@@H:42]([CH:46]([CH3:48])[CH3:47])[C:43](O)=[O:44])=[O:40].CN(C(ON1N=NC2C=CC=NC1=2)=[N+](C)C)C.F[P-](F)(F)(F)(F)F.CN1CCOCC1. (8) Given the product [CH3:30][C:27]1[CH:28]=[CH:29][N:16]2[C:17]=1[C:18](=[O:26])[N:19]([C:20]1[CH:25]=[CH:24][CH:23]=[CH:22][CH:21]=1)[C:14]([C@@H:12]([NH:11][C:9]1[C:10]3[C:2]([C:51]4[CH:50]=[CH:49][N:48]=[C:47]5[N:43]([S:40]([CH3:39])(=[O:41])=[O:42])[CH:44]=[CH:45][C:46]=45)=[CH:3][N:4]([CH2:31][O:32][CH2:33][CH2:34][Si:35]([CH3:37])([CH3:36])[CH3:38])[C:5]=3[N:6]=[CH:7][N:8]=1)[CH3:13])=[N:15]2, predict the reactants needed to synthesize it. The reactants are: Br[C:2]1[C:10]2[C:9]([NH:11][C@H:12]([C:14]3[N:19]([C:20]4[CH:25]=[CH:24][CH:23]=[CH:22][CH:21]=4)[C:18](=[O:26])[C:17]4=[C:27]([CH3:30])[CH:28]=[CH:29][N:16]4[N:15]=3)[CH3:13])=[N:8][CH:7]=[N:6][C:5]=2[N:4]([CH2:31][O:32][CH2:33][CH2:34][Si:35]([CH3:38])([CH3:37])[CH3:36])[CH:3]=1.[CH3:39][S:40]([N:43]1[C:47]2=[N:48][CH:49]=[CH:50][C:51](B3OC(C)(C)C(C)(C)O3)=[C:46]2[CH:45]=[CH:44]1)(=[O:42])=[O:41].C(=O)([O-])[O-].[Na+].[Na+]. (9) Given the product [CH:40]([O:43][C:44]1[C:45]([O:55][CH3:56])=[CH:46][C:47]([C:33]2[CH:32]=[CH:31][C:30]([C:29]([N:26]3[CH2:25][CH2:24][N:23]([CH2:22][CH2:21][CH2:20][N:17]4[CH2:18][CH2:19][N:14]([C:12](=[O:13])[C:11]5[CH:10]=[CH:9][C:8]([C:47]6[CH:48]=[C:49]([O:50][CH3:51])[C:44]([O:43][CH:40]([CH3:42])[CH3:41])=[C:45]([O:55][CH3:56])[CH:46]=6)=[CH:39][CH:38]=5)[CH2:15][CH2:16]4)[CH2:28][CH2:27]3)=[O:37])=[CH:35][CH:34]=2)=[CH:48][C:49]=1[O:4][CH3:1])([CH3:42])[CH3:41], predict the reactants needed to synthesize it. The reactants are: [C:1](=[O:4])([O-])[O-].[Na+].[Na+].Br[C:8]1[CH:39]=[CH:38][C:11]([C:12]([N:14]2[CH2:19][CH2:18][N:17]([CH2:20][CH2:21][CH2:22][N:23]3[CH2:28][CH2:27][N:26]([C:29](=[O:37])[C:30]4[CH:35]=[CH:34][C:33](Br)=[CH:32][CH:31]=4)[CH2:25][CH2:24]3)[CH2:16][CH2:15]2)=[O:13])=[CH:10][CH:9]=1.[CH:40]([O:43][C:44]1[C:49]([O:50][CH3:51])=[CH:48][C:47](B(O)O)=[CH:46][C:45]=1[O:55][CH3:56])([CH3:42])[CH3:41].